Task: Predict the product of the given reaction.. Dataset: Forward reaction prediction with 1.9M reactions from USPTO patents (1976-2016) (1) Given the reactants [N+:1]([C:4]1[CH:5]=[C:6]([CH:19]=[CH:20][C:21]=1[N+:22]([O-])=O)[NH:7][C:8](=[O:18])[C:9]1[CH:14]=[CH:13][C:12]([N:15]([CH3:17])[CH3:16])=[CH:11][CH:10]=1)([O-])=O.[O:25]1[C:29]2[CH:30]=[CH:31][C:32]([CH:34]=O)=[CH:33][C:28]=2[CH:27]=[CH:26]1, predict the reaction product. The product is: [O:25]1[C:29]2[CH:30]=[CH:31][C:32]([C:34]3[NH:22][C:21]4[CH:20]=[CH:19][C:6]([NH:7][C:8](=[O:18])[C:9]5[CH:14]=[CH:13][C:12]([N:15]([CH3:17])[CH3:16])=[CH:11][CH:10]=5)=[CH:5][C:4]=4[N:1]=3)=[CH:33][C:28]=2[CH:27]=[CH:26]1. (2) Given the reactants [H-].[Na+].O1[C:7]2[CH:8]=[CH:9][CH:10]=[CH:11][C:6]=2[N:5]=[C:4]1[N:12]([C:24]1[CH:29]=[CH:28][CH:27]=[CH:26][N:25]=1)[CH2:13][CH2:14][CH2:15][CH2:16][CH2:17][CH2:18][C:19](OCC)=O.[CH2:30]([O:32][C:33](=[O:41])CCCCCCI)[CH3:31].O.[CH3:43][N:44](C=O)C, predict the reaction product. The product is: [CH3:43][N:44]1[C:7]2[CH:8]=[CH:9][CH:10]=[CH:11][C:6]=2[N:5]=[C:4]1[N:12]([C:24]1[CH:29]=[CH:28][CH:27]=[CH:26][N:25]=1)[CH2:13][CH2:14][CH2:15][CH2:16][CH2:17][CH2:18][CH2:19][C:33]([O:32][CH2:30][CH3:31])=[O:41]. (3) The product is: [Cl:22][C:14]1[C:15]([F:21])=[CH:16][CH:17]=[C:18]([O:19][CH3:20])[C:13]=1[C@H:11]([C:10]1[C:4]2[C:5](=[N:6][CH:7]=[C:2]([C:40]3[CH:39]=[N:38][N:37]([C@@H:34]4[CH2:35][CH2:36][C@H:31]([OH:30])[CH2:32][CH2:33]4)[C:41]=3[CH3:42])[CH:3]=2)[NH:8][CH:9]=1)[CH3:12]. Given the reactants Br[C:2]1[CH:3]=[C:4]2[C:10]([C@@H:11]([C:13]3[C:18]([O:19][CH3:20])=[CH:17][CH:16]=[C:15]([F:21])[C:14]=3[Cl:22])[CH3:12])=[CH:9][NH:8][C:5]2=[N:6][CH:7]=1.[Si]([O:30][C@@H:31]1[CH2:36][CH2:35][C@H:34]([N:37]2[C:41]([CH3:42])=[C:40](B3OC(C)(C)C(C)(C)O3)[CH:39]=[N:38]2)[CH2:33][CH2:32]1)(C(C)(C)C)(C)C.C([O-])([O-])=O.[K+].[K+].O.Cl, predict the reaction product. (4) Given the reactants Cl[C:2](Cl)([O:4]C(=O)OC(Cl)(Cl)Cl)Cl.[CH:13]([N:16]1[C:20]2[N:21]=[C:22]([C:31]3[CH:36]=[CH:35][C:34]([NH2:37])=[CH:33][CH:32]=3)[N:23]=[C:24]([N:25]3[CH2:30][CH2:29][O:28][CH2:27][CH2:26]3)[C:19]=2[N:18]=[N:17]1)([CH3:15])[CH3:14].[N:38]1([C:44]2[CH:50]=[CH:49][C:47]([NH2:48])=[CH:46][CH:45]=2)[CH2:43][CH2:42][O:41][CH2:40][CH2:39]1.CCN(CC)CC, predict the reaction product. The product is: [CH:13]([N:16]1[C:20]2[N:21]=[C:22]([C:31]3[CH:32]=[CH:33][C:34]([NH:37][C:2]([NH:48][C:47]4[CH:49]=[CH:50][C:44]([N:38]5[CH2:39][CH2:40][O:41][CH2:42][CH2:43]5)=[CH:45][CH:46]=4)=[O:4])=[CH:35][CH:36]=3)[N:23]=[C:24]([N:25]3[CH2:30][CH2:29][O:28][CH2:27][CH2:26]3)[C:19]=2[N:18]=[N:17]1)([CH3:15])[CH3:14].